This data is from Forward reaction prediction with 1.9M reactions from USPTO patents (1976-2016). The task is: Predict the product of the given reaction. Given the reactants [CH:1]1([N:7]([CH3:17])[C:8]2[CH:13]=[CH:12][C:11]([N+:14]([O-])=O)=[CH:10][N:9]=2)[CH2:6][CH2:5][CH2:4][CH2:3][CH2:2]1, predict the reaction product. The product is: [CH:1]1([N:7]([C:8]2[CH:13]=[CH:12][C:11]([NH2:14])=[CH:10][N:9]=2)[CH3:17])[CH2:2][CH2:3][CH2:4][CH2:5][CH2:6]1.